Dataset: Full USPTO retrosynthesis dataset with 1.9M reactions from patents (1976-2016). Task: Predict the reactants needed to synthesize the given product. (1) Given the product [Si:37]([O:36][C@@H:32]1[C@@H:33]([CH3:35])[CH2:34][N:29]([C:21]2[C:20]([NH:19][C:15]([C:13]3[CH:12]=[CH:11][C:10]([F:18])=[C:9]([C:3]4[C:4]([F:8])=[CH:5][CH:6]=[CH:7][C:2]=4[F:1])[N:14]=3)=[O:17])=[CH:25][N:24]=[C:23]3[O:26][CH2:27][CH2:28][C:22]=23)[CH2:30][C@H:31]1[NH:44][C:45](=[O:51])[O:46][C:47]([CH3:50])([CH3:49])[CH3:48])([C:40]([CH3:43])([CH3:41])[CH3:42])([CH3:38])[CH3:39], predict the reactants needed to synthesize it. The reactants are: [F:1][C:2]1[CH:7]=[CH:6][CH:5]=[C:4]([F:8])[C:3]=1[C:9]1[N:14]=[C:13]([C:15]([OH:17])=O)[CH:12]=[CH:11][C:10]=1[F:18].[NH2:19][C:20]1[C:21]([N:29]2[CH2:34][C@H:33]([CH3:35])[C@@H:32]([O:36][Si:37]([C:40]([CH3:43])([CH3:42])[CH3:41])([CH3:39])[CH3:38])[C@H:31]([NH:44][C:45](=[O:51])[O:46][C:47]([CH3:50])([CH3:49])[CH3:48])[CH2:30]2)=[C:22]2[CH2:28][CH2:27][O:26][C:23]2=[N:24][CH:25]=1.CN(C(ON1N=NC2C=CC=NC1=2)=[N+](C)C)C.F[P-](F)(F)(F)(F)F.CCN(C(C)C)C(C)C. (2) Given the product [F:45][C:41]1[CH:42]=[CH:43][CH:44]=[C:9]([F:8])[C:10]=1[CH2:11][O:12][C:13]1[C:14]2[N:15]([C:20]([C:24]([NH:26][CH2:27][C@H:28]3[CH2:33][CH2:32][CH2:31][CH2:30][NH:29]3)=[O:25])=[C:21]([CH3:23])[N:22]=2)[CH:16]=[C:17]([CH3:19])[CH:18]=1, predict the reactants needed to synthesize it. The reactants are: FC(F)(F)C(O)=O.[F:8][C:9]1[CH:44]=[CH:43][CH:42]=[C:41]([F:45])[C:10]=1[CH2:11][O:12][C:13]1[C:14]2[N:15]([C:20]([C:24]([NH:26][CH2:27][C@H:28]3[CH2:33][CH2:32][CH2:31][CH2:30][N:29]3C(OC(C)(C)C)=O)=[O:25])=[C:21]([CH3:23])[N:22]=2)[CH:16]=[C:17]([CH3:19])[CH:18]=1. (3) The reactants are: [OH:1][CH2:2][CH2:3][O:4][CH:5]1[CH2:10][CH2:9][CH2:8][CH2:7][O:6]1.[F:11][C:12]([F:16])([F:15])[CH2:13]O.C(P(CCCC)CCCC)CCC. Given the product [F:11][C:12]([F:16])([F:15])[CH2:13][O:1][CH2:2][CH2:3][O:4][CH:5]1[CH2:10][CH2:9][CH2:8][CH2:7][O:6]1, predict the reactants needed to synthesize it. (4) Given the product [F:41][C:42]([F:47])([F:46])[C:43]([OH:45])=[O:44].[N:34]1([C:16]2[N:15]=[C:14]([C:11]3[CH:12]=[N:13][C:8]([NH2:7])=[N:9][CH:10]=3)[N:22]=[C:21]3[C:17]=2[N:18]=[C:19]([N:28]2[CH2:29][CH2:30][NH:31][CH2:32][CH2:33]2)[N:20]3[CH2:23][C:24]([F:25])([F:27])[F:26])[CH2:39][CH2:38][O:37][CH2:36][CH2:35]1, predict the reactants needed to synthesize it. The reactants are: C(OC(=O)[NH:7][C:8]1[N:13]=[CH:12][C:11]([C:14]2[N:22]=[C:21]3[C:17]([N:18]=[C:19]([N:28]4[CH2:33][CH2:32][NH:31][CH2:30][CH2:29]4)[N:20]3[CH2:23][C:24]([F:27])([F:26])[F:25])=[C:16]([N:34]3[CH2:39][CH2:38][O:37][CH2:36][CH2:35]3)[N:15]=2)=[CH:10][N:9]=1)(C)(C)C.[F:41][C:42]([F:47])([F:46])[C:43]([OH:45])=[O:44]. (5) Given the product [CH:11]([N:8]1[CH:7]=[N:6][C:5]2[C:9]1=[N:10][C:2]([NH:31][C@H:32]([CH2:37][CH3:38])[C:33]([CH3:36])([OH:35])[CH3:34])=[N:3][C:4]=2[NH:14][CH2:15][C:16]1[CH:21]=[CH:20][CH:19]=[CH:18][N:17]=1)([CH3:13])[CH3:12], predict the reactants needed to synthesize it. The reactants are: F[C:2]1[N:10]=[C:9]2[C:5]([N:6]=[CH:7][N:8]2[CH:11]([CH3:13])[CH3:12])=[C:4]([NH:14][CH2:15][C:16]2[CH:21]=[CH:20][CH:19]=[CH:18][N:17]=2)[N:3]=1.CCN(C(C)C)C(C)C.[NH2:31][C@H:32]([CH2:37][CH3:38])[C:33]([CH3:36])([OH:35])[CH3:34]. (6) Given the product [C:73]([O:76][C:77]1[CH:85]=[CH:84][C:80]([C:81](=[O:82])[NH:14][CH2:15][CH2:16][O:17][CH2:18][CH2:19][O:20][CH2:21][CH2:22][O:23][CH2:24][CH2:25][N:26]([CH3:72])[CH2:27][CH2:28][N:29]([CH3:71])[C:30]([C:31]2[CH:69]=[CH:68][CH:67]=[C:33]([C:34](=[O:35])[NH:36][C:37]3[CH:42]=[CH:41][C:40]([N:43]([CH2:44][CH3:45])[CH2:46][CH3:47])=[CH:39][C:38]=3[C:48]3[CH:53]=[C:52]([C:54](=[O:66])[NH:55][C@@H:56]4[C:65]5[C:60](=[CH:61][CH:62]=[CH:63][CH:64]=5)[CH2:59][CH2:58][CH2:57]4)[CH:51]=[CH:50][N:49]=3)[CH:32]=2)=[O:70])=[CH:79][CH:78]=1)(=[O:75])[CH3:74], predict the reactants needed to synthesize it. The reactants are: CCN(C(C)C)C(C)C.Cl.Cl.Cl.Cl.[NH2:14][CH2:15][CH2:16][O:17][CH2:18][CH2:19][O:20][CH2:21][CH2:22][O:23][CH2:24][CH2:25][N:26]([CH3:72])[CH2:27][CH2:28][N:29]([CH3:71])[C:30](=[O:70])[C:31]1[CH:69]=[CH:68][CH:67]=[C:33]([C:34]([NH:36][C:37]2[CH:42]=[CH:41][C:40]([N:43]([CH2:46][CH3:47])[CH2:44][CH3:45])=[CH:39][C:38]=2[C:48]2[CH:53]=[C:52]([C:54](=[O:66])[NH:55][C@@H:56]3[C:65]4[C:60](=[CH:61][CH:62]=[CH:63][CH:64]=4)[CH2:59][CH2:58][CH2:57]3)[CH:51]=[CH:50][N:49]=2)=[O:35])[CH:32]=1.[C:73]([O:76][C:77]1[CH:85]=[CH:84][C:80]([C:81](O)=[O:82])=[CH:79][CH:78]=1)(=[O:75])[CH3:74].CN(C(ON1N=NC2C=CC=NC1=2)=[N+](C)C)C.F[P-](F)(F)(F)(F)F. (7) Given the product [NH2:1][C:2]1[N:7]=[CH:6][N:5]=[C:4]2[N:8]([C@@H:12]3[CH2:17][CH2:16][CH2:15][N:14]([C:18]([O:20][C:21]([CH3:24])([CH3:23])[CH3:22])=[O:19])[CH2:13]3)[N:9]=[C:10]([C:32]3[CH:31]=[CH:30][C:29]([O:28][C:27]4[CH:44]=[CH:45][CH:46]=[C:47]([F:48])[C:26]=4[F:25])=[CH:34][CH:33]=3)[C:3]=12, predict the reactants needed to synthesize it. The reactants are: [NH2:1][C:2]1[N:7]=[CH:6][N:5]=[C:4]2[N:8]([C@@H:12]3[CH2:17][CH2:16][CH2:15][N:14]([C:18]([O:20][C:21]([CH3:24])([CH3:23])[CH3:22])=[O:19])[CH2:13]3)[N:9]=[C:10](I)[C:3]=12.[F:25][C:26]1[C:47]([F:48])=[CH:46][CH:45]=[CH:44][C:27]=1[O:28][C:29]1[CH:34]=[CH:33][C:32](B2OC(C)(C)C(C)(C)O2)=[CH:31][CH:30]=1.C(=O)([O-])[O-].[Na+].[Na+].